This data is from Full USPTO retrosynthesis dataset with 1.9M reactions from patents (1976-2016). The task is: Predict the reactants needed to synthesize the given product. (1) Given the product [Cl:15][C:10]1[C:11]([O:13][CH3:14])=[CH:12][C:7]([CH2:6][C:2]#[N:3])=[C:8]([F:16])[CH:9]=1, predict the reactants needed to synthesize it. The reactants are: O.[C-:2]#[N:3].[K+].Br[CH2:6][C:7]1[CH:12]=[C:11]([O:13][CH3:14])[C:10]([Cl:15])=[CH:9][C:8]=1[F:16]. (2) Given the product [NH2:24][CH2:23][C:19]1[N:18]=[C:17]([CH2:16][N:13]2[C:8]3[N:9]=[C:10]([NH2:12])[N:11]=[C:6]([C:2]4[O:1][CH:5]=[CH:4][CH:3]=4)[C:7]=3[N:15]=[N:14]2)[CH:22]=[CH:21][CH:20]=1, predict the reactants needed to synthesize it. The reactants are: [O:1]1[CH:5]=[CH:4][CH:3]=[C:2]1[C:6]1[C:7]2[N:15]=[N:14][N:13]([CH2:16][C:17]3[CH:22]=[CH:21][CH:20]=[C:19]([CH2:23][N:24]4C(=O)C5=CC=CC=C5C4=O)[N:18]=3)[C:8]=2[N:9]=[C:10]([NH2:12])[N:11]=1.C(N)CN.